Task: Predict the product of the given reaction.. Dataset: Forward reaction prediction with 1.9M reactions from USPTO patents (1976-2016) (1) Given the reactants [N:1]1[CH:6]=[CH:5][CH:4]=[CH:3][C:2]=1[NH:7][C:8]([N:10]1[C@@H:16]2[CH2:17][N:13]([CH2:14][CH2:15]2)[C:12]2[CH:18]=[CH:19][C:20]([C:22]([OH:24])=O)=[N:21][C:11]1=2)=[O:9].CN(C(ON1N=[N:40][C:35]2[CH:36]=[CH:37][CH:38]=NC1=2)=[N+](C)C)C.F[P-](F)(F)(F)(F)F.CCN(C(C)C)C(C)C.C1(N)CCC1, predict the reaction product. The product is: [CH:35]1([NH:40][C:22]([C:20]2[CH:19]=[CH:18][C:12]3[N:13]4[CH2:17][C@H:16]([CH2:15][CH2:14]4)[N:10]([C:8]([NH:7][C:2]4[CH:3]=[CH:4][CH:5]=[CH:6][N:1]=4)=[O:9])[C:11]=3[N:21]=2)=[O:24])[CH2:36][CH2:37][CH2:38]1. (2) The product is: [C:26]([N:3]1[C:4]2[C:9](=[CH:8][C:7]([N:20]3[CH:24]=[C:23]([CH3:25])[N:22]=[CH:21]3)=[CH:6][CH:5]=2)[C@H:10]([NH:12][C:13](=[O:19])[O:14][C:15]([CH3:18])([CH3:16])[CH3:17])[CH2:11][C@@H:2]1[CH3:1])(=[O:28])[CH3:27]. Given the reactants [CH3:1][CH:2]1[CH2:11][CH:10]([NH:12][C:13](=[O:19])[O:14][C:15]([CH3:18])([CH3:17])[CH3:16])[C:9]2[C:4](=[CH:5][CH:6]=[C:7]([N:20]3[CH:24]=[C:23]([CH3:25])[N:22]=[CH:21]3)[CH:8]=2)[NH:3]1.[C:26](OC(=O)C)(=[O:28])[CH3:27], predict the reaction product.